Dataset: Full USPTO retrosynthesis dataset with 1.9M reactions from patents (1976-2016). Task: Predict the reactants needed to synthesize the given product. (1) Given the product [ClH:1].[Cl:1][C:2]1[N:7]=[C:6]([C:8]([N:10]([CH3:11])[CH3:12])=[O:9])[CH:5]=[CH:4][C:3]=1[OH:13], predict the reactants needed to synthesize it. The reactants are: [Cl:1][C:2]1[N:7]=[C:6]([C:8]([N:10]([CH3:12])[CH3:11])=[O:9])[CH:5]=[CH:4][C:3]=1[O:13]COC.FC1C=C(F)C=CC=1C=O. (2) The reactants are: [C:1]([C:5]1[CH:6]=[C:7]([C:15]2[N:16]=[C:17]([C:27]([O:29]CC)=[O:28])[S:18][C:19]=2[CH2:20][CH:21]2[CH2:26][CH2:25][CH2:24][CH2:23][CH2:22]2)[CH:8]=[C:9]([C:11]2([CH3:14])[CH2:13][CH2:12]2)[CH:10]=1)([CH3:4])([CH3:3])[CH3:2].[OH-].[K+:33]. Given the product [C:1]([C:5]1[CH:6]=[C:7]([C:15]2[N:16]=[C:17]([C:27]([O-:29])=[O:28])[S:18][C:19]=2[CH2:20][CH:21]2[CH2:26][CH2:25][CH2:24][CH2:23][CH2:22]2)[CH:8]=[C:9]([C:11]2([CH3:14])[CH2:13][CH2:12]2)[CH:10]=1)([CH3:2])([CH3:3])[CH3:4].[K+:33], predict the reactants needed to synthesize it. (3) Given the product [Br:1][C:2]1[C:3]([O:17][CH2:19][CH2:20][CH3:21])=[C:4]2[C:9](=[CH:10][CH:11]=1)[N:8]([C:12]([O:14][CH3:15])=[O:13])[C@@H:7]([CH3:16])[CH2:6][CH2:5]2, predict the reactants needed to synthesize it. The reactants are: [Br:1][C:2]1[C:3]([OH:17])=[C:4]2[C:9](=[CH:10][CH:11]=1)[N:8]([C:12]([O:14][CH3:15])=[O:13])[C@@H:7]([CH3:16])[CH2:6][CH2:5]2.Br[CH2:19][CH2:20][CH3:21].CC(C)([O-])C.[K+].O. (4) Given the product [Cl:1][C:2]1[CH:7]=[CH:6][CH:5]=[CH:4][C:3]=1[CH2:8][C:9](=[CH2:25])[C:10]([O:12][CH2:13][CH3:14])=[O:11], predict the reactants needed to synthesize it. The reactants are: [Cl:1][C:2]1[CH:7]=[CH:6][CH:5]=[CH:4][C:3]=1[CH2:8][CH:9](P(OCC)(OCC)=O)[C:10]([O:12][CH2:13][CH3:14])=[O:11].C=O.[C:25](=O)([O-])[O-].[K+].[K+].